Task: Predict the reaction yield, written as a fraction of the theoretical maximum amount of product (1.0 means a 100% yield; for example, 0.34 means a 34% yield).. Dataset: Reaction yield outcomes from USPTO patents with 853,638 reactions (1) The reactants are [Cl:1][C:2]1[N:10](CC=C)[C:9]2[C:8](=[O:14])[NH:7][C:6](=[O:15])[N:5]([CH2:16][CH2:17][CH:18]([CH3:20])[CH3:19])[C:4]=2[N:3]=1.N1CCOCC1.Cl.C(OCC)C. The catalyst is C1COCC1.C1C=CC([P]([Pd]([P](C2C=CC=CC=2)(C2C=CC=CC=2)C2C=CC=CC=2)([P](C2C=CC=CC=2)(C2C=CC=CC=2)C2C=CC=CC=2)[P](C2C=CC=CC=2)(C2C=CC=CC=2)C2C=CC=CC=2)(C2C=CC=CC=2)C2C=CC=CC=2)=CC=1. The product is [Cl:1][C:2]1[NH:10][C:9]2[C:8](=[O:14])[NH:7][C:6](=[O:15])[N:5]([CH2:16][CH2:17][CH:18]([CH3:20])[CH3:19])[C:4]=2[N:3]=1. The yield is 0.560. (2) The reactants are [Cl:1][CH2:2][C:3]1[C:8]([CH3:9])=[CH:7][C:6]([CH3:10])=[CH:5][C:4]=1[CH3:11].[CH3:12][O:13]C(Cl)Cl.O. The catalyst is ClCCl.Cl[Ti](Cl)(Cl)Cl. The product is [Cl:1][CH2:2][C:3]1[C:4]([CH3:11])=[C:5]([C:6]([CH3:10])=[CH:7][C:8]=1[CH3:9])[CH:12]=[O:13]. The yield is 0.970. (3) The reactants are C(P1(=O)OP(CCC)(=O)OP(CCC)(=O)O1)CC.[NH2:19][C:20]1[CH:21]=[C:22]2[C:27](=[CH:28][CH:29]=1)[N:26]([CH:30]([CH3:32])[CH3:31])[C:25](=[O:33])[N:24]([CH2:34][CH:35]1[CH2:37][CH2:36]1)[C:23]2=[O:38].[Cl:39][C:40]1[CH:41]=[C:42]([NH:48][C:49](=[O:58])[CH2:50][C:51]([OH:57])([CH3:56])[CH2:52][C:53](O)=[O:54])[CH:43]=[CH:44][C:45]=1[C:46]#[N:47].CCN(C(C)C)C(C)C. The catalyst is C(OCC)(=O)C.O. The product is [Cl:39][C:40]1[CH:41]=[C:42]([NH:48][C:49](=[O:58])[CH2:50][C:51]([OH:57])([CH3:56])[CH2:52][C:53]([NH:19][C:20]2[CH:21]=[C:22]3[C:27](=[CH:28][CH:29]=2)[N:26]([CH:30]([CH3:32])[CH3:31])[C:25](=[O:33])[N:24]([CH2:34][CH:35]2[CH2:37][CH2:36]2)[C:23]3=[O:38])=[O:54])[CH:43]=[CH:44][C:45]=1[C:46]#[N:47]. The yield is 0.510.